This data is from NCI-60 drug combinations with 297,098 pairs across 59 cell lines. The task is: Regression. Given two drug SMILES strings and cell line genomic features, predict the synergy score measuring deviation from expected non-interaction effect. (1) Drug 1: C1CN(CCN1C(=O)CCBr)C(=O)CCBr. Drug 2: CS(=O)(=O)OCCCCOS(=O)(=O)C. Cell line: K-562. Synergy scores: CSS=6.13, Synergy_ZIP=-4.30, Synergy_Bliss=-5.49, Synergy_Loewe=-8.58, Synergy_HSA=-5.97. (2) Drug 1: CC1=C(C(CCC1)(C)C)C=CC(=CC=CC(=CC(=O)O)C)C. Drug 2: C1=NC2=C(N=C(N=C2N1C3C(C(C(O3)CO)O)F)Cl)N. Cell line: U251. Synergy scores: CSS=-16.2, Synergy_ZIP=4.36, Synergy_Bliss=-4.68, Synergy_Loewe=-7.62, Synergy_HSA=-12.4. (3) Drug 1: C1=CN(C=N1)CC(O)(P(=O)(O)O)P(=O)(O)O. Drug 2: C(=O)(N)NO. Cell line: SK-MEL-5. Synergy scores: CSS=-0.411, Synergy_ZIP=0.890, Synergy_Bliss=-1.22, Synergy_Loewe=2.64, Synergy_HSA=-3.89. (4) Drug 1: B(C(CC(C)C)NC(=O)C(CC1=CC=CC=C1)NC(=O)C2=NC=CN=C2)(O)O. Drug 2: CC1(CCCN1)C2=NC3=C(C=CC=C3N2)C(=O)N. Cell line: T-47D. Synergy scores: CSS=39.2, Synergy_ZIP=2.26, Synergy_Bliss=0.836, Synergy_Loewe=-43.4, Synergy_HSA=-0.775.